From a dataset of Retrosynthesis with 50K atom-mapped reactions and 10 reaction types from USPTO. Predict the reactants needed to synthesize the given product. (1) Given the product COc1ccc([N+](=O)[O-])c(N(C)C(=O)COc2ccc(CC3SC(=O)NC3=O)cc2)c1, predict the reactants needed to synthesize it. The reactants are: CNc1cc(OC)ccc1[N+](=O)[O-].O=C(O)COc1ccc(CC2SC(=O)NC2=O)cc1. (2) Given the product COc1cc(C=O)cc2c1OCC2, predict the reactants needed to synthesize it. The reactants are: CN(C)C=O.COc1cccc2c1OCC2. (3) Given the product N#C[C@H]1CC[C@H](Nc2ccc3ncc(-c4cccc(C(F)(F)F)c4)n3n2)CC1, predict the reactants needed to synthesize it. The reactants are: FC(F)(F)c1cccc(-c2cnc3ccc(Cl)nn23)c1.N#C[C@H]1CC[C@H](N)CC1. (4) Given the product Cn1c(COc2ccc(CC3SC(=O)NC3=O)cc2)nc2ccc(Oc3ccc(NC(=O)c4cccnc4)cc3)cc21, predict the reactants needed to synthesize it. The reactants are: Cn1c(COc2ccc(CC3SC(=O)NC3=O)cc2)nc2ccc(Oc3ccc(N)cc3)cc21.O=C(Cl)c1cccnc1. (5) The reactants are: CN1CCN(c2cccc(N)c2)CC1.Fc1ccccc1CNc1cccn2nc(Cl)nc12. Given the product CN1CCN(c2cccc(Nc3nc4c(NCc5ccccc5F)cccn4n3)c2)CC1, predict the reactants needed to synthesize it. (6) Given the product C[C@@H](NC1CCC[C@@H](c2ccccc2)C1)c1cccc2ccccc12, predict the reactants needed to synthesize it. The reactants are: C[C@@H](N)c1cccc2ccccc12.O=C1CCC[C@@H](c2ccccc2)C1.